The task is: Predict the reactants needed to synthesize the given product.. This data is from Full USPTO retrosynthesis dataset with 1.9M reactions from patents (1976-2016). (1) Given the product [Br:9][C:10]1[CH:11]=[C:12]([C:13]2[N:14]=[C:13]([C:12]3[CH:15]=[CH:16][CH:17]=[C:10]([Br:9])[CH:11]=3)[N:14]=[C:13]([C:12]3[CH:15]=[CH:16][CH:17]=[C:10]([Br:9])[CH:11]=3)[N:14]=2)[CH:15]=[CH:16][CH:17]=1, predict the reactants needed to synthesize it. The reactants are: FC(F)(F)S(O)(=O)=O.[Br:9][C:10]1[CH:11]=[C:12]([CH:15]=[CH:16][CH:17]=1)[C:13]#[N:14].[OH-].[Na+]. (2) Given the product [CH3:40][N:2]([CH3:1])[C:3]1[C:8]([CH2:9][C:10]([OH:12])=[O:11])=[C:7]([N:14]2[CH2:19][CH2:18][O:17][CH2:16][CH2:15]2)[N:6]=[C:5]([CH2:20][C:21]2[CH:22]=[CH:23][C:24]([NH:27][C:28]([C:30]3[CH:39]=[CH:38][C:37]4[C:32](=[CH:33][CH:34]=[CH:35][CH:36]=4)[CH:31]=3)=[O:29])=[CH:25][CH:26]=2)[N:4]=1, predict the reactants needed to synthesize it. The reactants are: [CH3:1][N:2]([CH3:40])[C:3]1[C:8]([CH2:9][C:10]([O:12]C)=[O:11])=[C:7]([N:14]2[CH2:19][CH2:18][O:17][CH2:16][CH2:15]2)[N:6]=[C:5]([CH2:20][C:21]2[CH:26]=[CH:25][C:24]([NH:27][C:28]([C:30]3[CH:39]=[CH:38][C:37]4[C:32](=[CH:33][CH:34]=[CH:35][CH:36]=4)[CH:31]=3)=[O:29])=[CH:23][CH:22]=2)[N:4]=1.[OH-].[Na+]. (3) Given the product [Cl:1][C:2]1[CH:10]=[C:9]([N+:11]([O-:13])=[O:12])[CH:8]=[CH:7][C:3]=1[C:4](/[N:6]=[CH:16]\[N:17]([CH3:19])[CH3:18])=[O:5], predict the reactants needed to synthesize it. The reactants are: [Cl:1][C:2]1[CH:10]=[C:9]([N+:11]([O-:13])=[O:12])[CH:8]=[CH:7][C:3]=1[C:4]([NH2:6])=[O:5].CO[CH:16](OC)[N:17]([CH3:19])[CH3:18]. (4) Given the product [CH2:1]([O:3][C:4](=[O:17])[C:5]([CH3:6])([O:8][C:9]1[CH:14]=[CH:13][C:12]([O:15][CH2:26][C:25]2[N:21]([CH2:20][C:19]([F:39])([F:18])[F:40])[N:22]=[C:23]([C:28]3[CH:33]=[CH:32][C:31]([O:34][C:35]([F:37])([F:38])[F:36])=[CH:30][CH:29]=3)[CH:24]=2)=[CH:11][C:10]=1[CH3:16])[CH3:7])[CH3:2], predict the reactants needed to synthesize it. The reactants are: [CH2:1]([O:3][C:4](=[O:17])[C:5]([O:8][C:9]1[CH:14]=[CH:13][C:12]([OH:15])=[CH:11][C:10]=1[CH3:16])([CH3:7])[CH3:6])[CH3:2].[F:18][C:19]([F:40])([F:39])[CH2:20][N:21]1[C:25]([CH2:26]O)=[CH:24][C:23]([C:28]2[CH:33]=[CH:32][C:31]([O:34][C:35]([F:38])([F:37])[F:36])=[CH:30][CH:29]=2)=[N:22]1.CN(C)C(N=NC(N(C)C)=O)=O.C(P(CCCC)CCCC)CCC.